From a dataset of Reaction yield outcomes from USPTO patents with 853,638 reactions. Predict the reaction yield, written as a fraction of the theoretical maximum amount of product (1.0 means a 100% yield; for example, 0.34 means a 34% yield). (1) The reactants are [S:1]1[CH2:5][C@@H:4]([CH2:6][OH:7])[NH:3][CH2:2]1.[Cl:8][CH2:9][CH:10]1[CH2:12]O1. No catalyst specified. The product is [Cl:8][CH2:9][CH:10]1[O:7][CH2:6][C@@H:4]2[CH2:5][S:1][CH2:2][N:3]2[CH2:12]1. The yield is 0.0240. (2) The reactants are Cl.CN.[CH2:4]([N:6](CC)CC)C.[Cl:11][C:12]1[CH:17]=[CH:16][N:15]=[C:14]([C:18](Cl)=[O:19])[CH:13]=1. The catalyst is C(Cl)Cl. The product is [Cl:11][C:12]1[CH:17]=[CH:16][N:15]=[C:14]([C:18]([NH:6][CH3:4])=[O:19])[CH:13]=1. The yield is 0.520. (3) The catalyst is C(#N)C. The reactants are [F:1][C:2]([F:23])([F:22])[C:3]1[N:8]=[CH:7][C:6]([C@H:9]([NH:11][C:12]2[C:13]3[CH2:21][NH:20][CH2:19][CH2:18][C:14]=3[N:15]=[CH:16][N:17]=2)[CH3:10])=[CH:5][CH:4]=1.[Cl:24][C:25]1[CH:26]=[CH:27][C:28](F)=[C:29]([CH:32]=1)[C:30]#[N:31].C(N(CC)C(C)C)(C)C. The product is [Cl:24][C:25]1[CH:26]=[CH:27][C:28]([N:20]2[CH2:19][CH2:18][C:14]3[N:15]=[CH:16][N:17]=[C:12]([NH:11][C@@H:9]([C:6]4[CH:7]=[N:8][C:3]([C:2]([F:1])([F:22])[F:23])=[CH:4][CH:5]=4)[CH3:10])[C:13]=3[CH2:21]2)=[C:29]([CH:32]=1)[C:30]#[N:31]. The yield is 0.510. (4) The reactants are Cl[C:2]1[CH:7]=[C:6]([C:8]2[CH:13]=[CH:12][C:11]([CH:14]([F:16])[F:15])=[CH:10][CH:9]=2)[C:5]([F:17])=[CH:4][N:3]=1.[CH3:18][N:19](C)C=O. The catalyst is C(OCC)(=O)C.[C-]#N.[C-]#N.[Zn+2].C1C=CC(P(C2C=CC=CC=2)[C-]2C=CC=C2)=CC=1.C1C=CC(P(C2C=CC=CC=2)[C-]2C=CC=C2)=CC=1.[Fe+2]. The product is [F:15][CH:14]([F:16])[C:11]1[CH:12]=[CH:13][C:8]([C:6]2[C:5]([F:17])=[CH:4][N:3]=[C:2]([C:18]#[N:19])[CH:7]=2)=[CH:9][CH:10]=1. The yield is 0.910.